From a dataset of Full USPTO retrosynthesis dataset with 1.9M reactions from patents (1976-2016). Predict the reactants needed to synthesize the given product. (1) Given the product [CH2:1]([C:5]12[CH2:17][C:16]([CH3:34])([CH2:18][CH2:26][CH3:27])[C:15](=[O:19])[C:14]([CH3:20])=[C:13]1[C:12]1[C:7](=[CH:8][C:9]([O:21][CH2:22][O:23][CH3:24])=[CH:10][CH:11]=1)[CH2:6]2)[CH2:2][CH2:3][CH3:4], predict the reactants needed to synthesize it. The reactants are: [CH2:1]([C:5]12[CH2:17][CH:16]([CH3:18])[C:15](=[O:19])[C:14]([CH3:20])=[C:13]1[C:12]1[C:7](=[CH:8][C:9]([O:21][CH2:22][O:23][CH3:24])=[CH:10][CH:11]=1)[CH2:6]2)[CH2:2][CH2:3][CH3:4].[Li+].[CH3:26][CH:27]([N-]C(C)C)C.I[CH2:34]CC. (2) Given the product [F:53][C:48]1[CH:49]=[CH:50][CH:51]=[CH:52][C:47]=1[C:45]1[N:26]=[C:22]([C:21]2[C:13]([CH3:12])=[N:14][N:15]3[CH:20]=[CH:19][CH:18]=[CH:17][C:16]=23)[S:23][C:39]=1[C:40]([O:42][CH2:43][CH3:44])=[O:41], predict the reactants needed to synthesize it. The reactants are: C1(C)C=CC(S(O)(=O)=O)=CC=1.[CH3:12][C:13]1[C:21]([C:22]2[S:23]C(C3NC=NN=3)=C(C3C=CC=CC=3)[N:26]=2)=[C:16]2[CH:17]=[CH:18][CH:19]=[CH:20][N:15]2[N:14]=1.Cl[CH:39]([C:45]([C:47]1[CH:52]=[CH:51][CH:50]=[CH:49][C:48]=1[F:53])=O)[C:40]([O:42][CH2:43][CH3:44])=[O:41]. (3) Given the product [O:38]1[CH:37]=[CH:36][CH:35]=[C:42]1[CH2:41][N:27]1[CH2:28][CH2:29][CH:24]([N:11]2[CH:10]=[N:9][C:8]3[C:12]2=[N:13][C:14]([C:16]2[CH:17]=[C:18]([CH2:22][OH:23])[CH:19]=[CH:20][CH:21]=2)=[N:15][C:7]=3[N:1]2[CH2:6][CH2:5][O:4][CH2:3][CH2:2]2)[CH2:25][CH2:26]1, predict the reactants needed to synthesize it. The reactants are: [N:1]1([C:7]2[N:15]=[C:14]([C:16]3[CH:17]=[C:18]([CH2:22][OH:23])[CH:19]=[CH:20][CH:21]=3)[N:13]=[C:12]3[C:8]=2[N:9]=[CH:10][N:11]3[CH:24]2[CH2:29][CH2:28][NH:27][CH2:26][CH2:25]2)[CH2:6][CH2:5][O:4][CH2:3][CH2:2]1.[BH3-]C#N.[Na+].F[C:35]1[CH:42]=[CH:41]C=C[C:36]=1[CH:37]=[O:38]. (4) Given the product [Br:9][C:10]1[CH:20]=[CH:19][C:13]([CH2:14][S:15]([Cl:22])(=[O:7])=[O:21])=[CH:12][CH:11]=1, predict the reactants needed to synthesize it. The reactants are: ClN1C(=[O:7])CCC1=O.[Br:9][C:10]1[CH:20]=[CH:19][C:13]([CH2:14][S:15]C(=O)C)=[CH:12][CH:11]=1.[OH2:21].[ClH:22].